Dataset: Reaction yield outcomes from USPTO patents with 853,638 reactions. Task: Predict the reaction yield, written as a fraction of the theoretical maximum amount of product (1.0 means a 100% yield; for example, 0.34 means a 34% yield). (1) The reactants are [F:1][C:2]([F:21])([F:20])[C:3]1[C:11]2[CH2:10][CH2:9][CH2:8][CH2:7][C:6]=2[N:5]([C:12]2[CH:17]=[CH:16][C:15]([CH2:18]O)=[CH:14][CH:13]=2)[N:4]=1.C(N(CC)CC)C.CS([Cl:33])(=O)=O. The catalyst is ClCCl. The product is [Cl:33][CH2:18][C:15]1[CH:16]=[CH:17][C:12]([N:5]2[C:6]3[CH2:7][CH2:8][CH2:9][CH2:10][C:11]=3[C:3]([C:2]([F:21])([F:20])[F:1])=[N:4]2)=[CH:13][CH:14]=1. The yield is 0.940. (2) The reactants are [Cl:1][C:2]1[CH:11]=[C:10]2[C:5]([CH:6]=[CH:7][N:8]([C@@H:13]([CH2:21][CH3:22])[C:14]([O:16]C(C)(C)C)=[O:15])[C:9]2=[O:12])=[CH:4][CH:3]=1.FC(F)(F)C(O)=O. The catalyst is ClCCl. The product is [Cl:1][C:2]1[CH:11]=[C:10]2[C:5]([CH:6]=[CH:7][N:8]([C@@H:13]([CH2:21][CH3:22])[C:14]([OH:16])=[O:15])[C:9]2=[O:12])=[CH:4][CH:3]=1. The yield is 0.890. (3) The reactants are [CH3:1][O:2][C:3](=[O:17])[C@@:4]1([CH3:16])[CH2:8][CH2:7][CH2:6][N:5]1[C:9]([O:11][C:12]([CH3:15])([CH3:14])[CH3:13])=[O:10].[OH2:18]. The catalyst is CCO. The product is [CH3:1][O:2][C:3](=[O:17])[C@@:4]1([CH3:16])[CH2:8][CH2:7][C:6](=[O:18])[N:5]1[C:9]([O:11][C:12]([CH3:13])([CH3:15])[CH3:14])=[O:10]. The yield is 0.610. (4) The reactants are [Cl:1][C:2]1[CH:3]=[C:4]([C:8]2[CH:13]=[C:12]([CH2:14][C:15]3[CH:20]=[CH:19][C:18]([CH2:21][C:22](O)=[O:23])=[CH:17][CH:16]=3)[CH:11]=[C:10]([C:25]([F:28])([F:27])[F:26])[N:9]=2)[CH:5]=[CH:6][CH:7]=1.C(Cl)(=O)C(Cl)=O.[NH3:35].CO. The catalyst is ClCCl.CN(C=O)C. The product is [Cl:1][C:2]1[CH:3]=[C:4]([C:8]2[CH:13]=[C:12]([CH2:14][C:15]3[CH:20]=[CH:19][C:18]([CH2:21][C:22]([NH2:35])=[O:23])=[CH:17][CH:16]=3)[CH:11]=[C:10]([C:25]([F:27])([F:26])[F:28])[N:9]=2)[CH:5]=[CH:6][CH:7]=1. The yield is 0.210. (5) The reactants are [CH:1]1([CH2:7][N:8]2[C:12]([CH2:13][CH:14]([N:16]3[CH2:21][CH2:20][N:19]([C:22]4[CH:27]=[CH:26][CH:25]=[CH:24][C:23]=4[O:28][CH3:29])[CH2:18][CH2:17]3)[CH3:15])=[N:11][NH:10][C:9]2=[O:30])[CH2:6][CH2:5][CH2:4][CH2:3][CH2:2]1.[CH3:31]CN(P1(N(C)CCCN1C)=NC(C)(C)C)CC.CI. The catalyst is CC#N. The product is [CH:1]1([CH2:7][N:8]2[C:12]([CH2:13][CH:14]([N:16]3[CH2:21][CH2:20][N:19]([C:22]4[CH:27]=[CH:26][CH:25]=[CH:24][C:23]=4[O:28][CH3:29])[CH2:18][CH2:17]3)[CH3:15])=[N:11][N:10]([CH3:31])[C:9]2=[O:30])[CH2:6][CH2:5][CH2:4][CH2:3][CH2:2]1. The yield is 0.480. (6) The catalyst is O.C1COCC1. The yield is 0.750. The reactants are [H-].[Na+].[C:3]([C:7]([CH2:10][OH:11])([F:9])[F:8])([F:6])([F:5])[F:4].[F:12][C:13]([F:21])([F:20])[C:14]1([F:19])[O:18][C:15]1(F)F.[OH-:22].[Na+].Cl. The product is [C:3]([C:7]([CH2:10][O:11][C:14]([C:15]([OH:22])=[O:18])([C:13]([F:21])([F:20])[F:12])[F:19])([F:9])[F:8])([F:6])([F:5])[F:4]. (7) The reactants are [CH2:1]1[C:10]2[C:5](=[CH:6][CH:7]=[CH:8][CH:9]=2)[CH2:4][CH2:3][NH:2]1.FC(F)(F)S(O[C:17]1[CH:22]=[CH:21][CH:20]=[CH:19][C:18]=1[Si](C)(C)C)(=O)=O.[F-].[K+].C1O[CH2:47][CH2:46]OCCOCCOCCOCCOC1. The catalyst is C1COCC1. The product is [C:17]1([N:2]([CH2:1][C:10]2[CH:9]=[CH:8][CH:7]=[CH:6][C:5]=2[CH:4]=[CH2:3])[C:47]2[CH:46]=[CH:6][CH:5]=[CH:4][CH:3]=2)[CH:22]=[CH:21][CH:20]=[CH:19][CH:18]=1. The yield is 0.860. (8) The reactants are [C:1]([CH:3]1[CH2:6][N:5]([C:7](=[O:31])[C@H:8]([NH:10][C:11]([C:13]2[C:21]3[C:16](=[N:17][CH:18]=[C:19](Br)[N:20]=3)[N:15]([CH2:23][O:24][CH2:25][CH2:26][Si:27]([CH3:30])([CH3:29])[CH3:28])[CH:14]=2)=[O:12])[CH3:9])[CH2:4]1)#[N:2].[CH3:32][C:33]1[CH:34]=[CH:35][C:36]2[N:37]([CH:39]=[N:40][C:41]=2[Sn](CCCC)(CCCC)CCCC)[CH:38]=1. The catalyst is CN(C=O)C.C1C=CC([P]([Pd]([P](C2C=CC=CC=2)(C2C=CC=CC=2)C2C=CC=CC=2)([P](C2C=CC=CC=2)(C2C=CC=CC=2)C2C=CC=CC=2)[P](C2C=CC=CC=2)(C2C=CC=CC=2)C2C=CC=CC=2)(C2C=CC=CC=2)C2C=CC=CC=2)=CC=1.[Cu]I. The product is [C:1]([CH:3]1[CH2:6][N:5]([C:7](=[O:31])[C@H:8]([NH:10][C:11]([C:13]2[C:21]3[C:16](=[N:17][CH:18]=[C:19]([C:41]4[N:40]=[CH:39][N:37]5[CH:38]=[C:33]([CH3:32])[CH:34]=[CH:35][C:36]=45)[N:20]=3)[N:15]([CH2:23][O:24][CH2:25][CH2:26][Si:27]([CH3:30])([CH3:29])[CH3:28])[CH:14]=2)=[O:12])[CH3:9])[CH2:4]1)#[N:2]. The yield is 0.890. (9) The reactants are [CH3:1][S:2]([C:5]1[CH:6]=[C:7]2[C:11](=[CH:12][CH:13]=1)[N:10]([C:14]1[N:19]=[CH:18][C:17]([O:20][CH:21]3[CH2:26][CH2:25][N:24]([C:27](OC(C)(C)C)=O)[CH2:23][CH2:22]3)=[CH:16][CH:15]=1)[CH:9]=[CH:8]2)(=[O:4])=[O:3].C([N:36](CC)CC)C.N#CBr. The catalyst is ClCCl. The product is [CH3:1][S:2]([C:5]1[CH:6]=[C:7]2[C:11](=[CH:12][CH:13]=1)[N:10]([C:14]1[N:19]=[CH:18][C:17]([O:20][CH:21]3[CH2:26][CH2:25][N:24]([C:27]#[N:36])[CH2:23][CH2:22]3)=[CH:16][CH:15]=1)[CH:9]=[CH:8]2)(=[O:3])=[O:4]. The yield is 0.630. (10) The reactants are [CH:1]([C:4]1[CH:9]=[C:8]([N:10]2[CH2:15][CH2:14][O:13][CH2:12][CH2:11]2)[CH:7]=[C:6]([CH:16]([CH3:18])[CH3:17])[C:5]=1[NH2:19])([CH3:3])[CH3:2].N1C=CC=CC=1.[CH:26]1([CH2:31][C:32](Cl)=[O:33])[CH2:30][CH2:29][CH2:28][CH2:27]1. The catalyst is O1CCCC1.C(OCC)(=O)C. The product is [CH:26]1([CH2:31][C:32]([NH:19][C:5]2[C:6]([CH:16]([CH3:18])[CH3:17])=[CH:7][C:8]([N:10]3[CH2:11][CH2:12][O:13][CH2:14][CH2:15]3)=[CH:9][C:4]=2[CH:1]([CH3:3])[CH3:2])=[O:33])[CH2:30][CH2:29][CH2:28][CH2:27]1. The yield is 0.330.